This data is from Catalyst prediction with 721,799 reactions and 888 catalyst types from USPTO. The task is: Predict which catalyst facilitates the given reaction. (1) Reactant: [CH2:1]([O:4][C:5]([N:7]1[C:13]2[CH:14]=[C:15]([O:20][CH2:21][CH2:22][CH2:23][C:24]([NH:26][C:27]3[CH:28]=[C:29]([C:33]([OH:35])=O)[N:30]([CH3:32])[CH:31]=3)=[O:25])[C:16]([O:18][CH3:19])=[CH:17][C:12]=2[C:11](=[O:36])[N:10]2[CH2:37][CH2:38][CH2:39][C@H:9]2[C@@H:8]1[O:40][CH:41]1[CH2:46][CH2:45][CH2:44][CH2:43][O:42]1)=[O:6])[CH:2]=[CH2:3].CCN=C=NCCCN(C)C.Cl.C(OC(N1C2C=C(OCCCC(O)=O)C(OC)=CC=2C(=O)N2CCCC2C1OC1CCCCO1)=O)C=C.[NH2:96][C:97]1[CH:102]=[CH:101][C:100]([C:103]2[CH:104]=[C:105]([C:109]([O:111][CH3:112])=[O:110])[N:106]([CH3:108])[CH:107]=2)=[CH:99][CH:98]=1. Product: [CH3:19][O:18][C:16]1[C:15]([O:20][CH2:21][CH2:22][CH2:23][C:24]([NH:26][C:27]2[CH:28]=[C:29]([C:33](=[O:35])[NH:96][C:97]3[CH:102]=[CH:101][C:100]([C:103]4[CH:104]=[C:105]([C:109]([O:111][CH3:112])=[O:110])[N:106]([CH3:108])[CH:107]=4)=[CH:99][CH:98]=3)[N:30]([CH3:32])[CH:31]=2)=[O:25])=[CH:14][C:13]2[N:7]([C:5]([O:4][CH2:1][CH:2]=[CH2:3])=[O:6])[C@@H:8]([O:40][CH:41]3[CH2:46][CH2:45][CH2:44][CH2:43][O:42]3)[C@@H:9]3[CH2:39][CH2:38][CH2:37][N:10]3[C:11](=[O:36])[C:12]=2[CH:17]=1. The catalyst class is: 239. (2) Reactant: [OH:1][C:2]1[CH:7]=[CH:6][C:5]([C:8]2[C:12]3[CH:13]=[C:14]([CH2:17][O:18][C:19]4[N:24]=[CH:23][C:22]([CH:25]([C:32]#[C:33][CH3:34])[CH2:26][C:27]([O:29][CH2:30][CH3:31])=[O:28])=[CH:21][CH:20]=4)[CH:15]=[CH:16][C:11]=3[S:10][CH:9]=2)=[C:4]([CH3:35])[CH:3]=1.[CH3:36][C:37]([OH:42])([CH3:41])[CH2:38][CH2:39]O.P(CCCC)(CCCC)CCCC.C1CCN(C(N=NC(N2CCCCC2)=O)=O)CC1. Product: [OH:42][C:37]([CH3:41])([CH3:36])[CH2:38][CH2:39][O:1][C:2]1[CH:7]=[CH:6][C:5]([C:8]2[C:12]3[CH:13]=[C:14]([CH2:17][O:18][C:19]4[N:24]=[CH:23][C:22]([CH:25]([C:32]#[C:33][CH3:34])[CH2:26][C:27]([O:29][CH2:30][CH3:31])=[O:28])=[CH:21][CH:20]=4)[CH:15]=[CH:16][C:11]=3[S:10][CH:9]=2)=[C:4]([CH3:35])[CH:3]=1. The catalyst class is: 11. (3) Reactant: Br[C:2]1[CH:7]=[CH:6][C:5]([S:8]([NH:11][CH:12]2[CH2:15][CH2:14][CH2:13]2)(=[O:10])=[O:9])=[C:4]([F:16])[CH:3]=1.[C:17]([C:19]1[N:23]([CH3:24])[C:22](B(O)O)=[CH:21][CH:20]=1)#[N:18].[F-].[K+].C(P(C(C)(C)C)C(C)(C)C)(C)(C)C. Product: [C:17]([C:19]1[N:23]([CH3:24])[C:22]([C:2]2[CH:7]=[CH:6][C:5]([S:8]([NH:11][CH:12]3[CH2:15][CH2:14][CH2:13]3)(=[O:10])=[O:9])=[C:4]([F:16])[CH:3]=2)=[CH:21][CH:20]=1)#[N:18]. The catalyst class is: 110. (4) Reactant: [Si:1]([O:8][CH2:9][C:10]1[C:19](I)=[C:13]2[CH:14]=[C:15]([F:18])[CH:16]=[CH:17][N:12]2[N:11]=1)([C:4]([CH3:7])([CH3:6])[CH3:5])([CH3:3])[CH3:2].[Cl:21][C:22]1[C:27]([F:28])=[C:26]([Cl:29])[N:25]=[C:24](S(C)(=O)=O)[N:23]=1. Product: [Si:1]([O:8][CH2:9][C:10]1[C:19]([C:24]2[N:25]=[C:26]([Cl:29])[C:27]([F:28])=[C:22]([Cl:21])[N:23]=2)=[C:13]2[CH:14]=[C:15]([F:18])[CH:16]=[CH:17][N:12]2[N:11]=1)([C:4]([CH3:7])([CH3:6])[CH3:5])([CH3:3])[CH3:2]. The catalyst class is: 1. (5) Reactant: [C:1]([O:5][C:6]([NH:8][CH:9]1[C:27](=[O:28])[N:26]2[CH:22]([CH2:23][CH:24]([O:29][C:30]3[C:39]4[C:34](=[CH:35][CH:36]=[CH:37][CH:38]=4)[CH:33]=[CH:32][N:31]=3)[CH2:25]2)[C:21](=[O:40])[NH:20][C:19]2([C:41](O)=[O:42])[CH:17]([CH2:18]2)[CH:16]=[CH:15][CH2:14][CH2:13][CH2:12][CH2:11][CH2:10]1)=[O:7])([CH3:4])([CH3:3])[CH3:2].[CH:44]1([S:48]([NH2:51])(=[O:50])=[O:49])[CH2:47][CH2:46][CH2:45]1. Product: [C:1]([O:5][C:6](=[O:7])[NH:8][CH:9]1[C:27](=[O:28])[N:26]2[CH:22]([CH2:23][CH:24]([O:29][C:30]3[C:39]4[C:34](=[CH:35][CH:36]=[CH:37][CH:38]=4)[CH:33]=[CH:32][N:31]=3)[CH2:25]2)[C:21](=[O:40])[NH:20][C:19]2([C:41]([NH:51][S:48]([C:44]3([CH3:45])[CH2:46][CH2:47]3)(=[O:50])=[O:49])=[O:42])[CH:17]([CH2:18]2)[CH:16]=[CH:15][CH2:14][CH2:13][CH2:12][CH2:11][CH2:10]1)([CH3:4])([CH3:3])[CH3:2]. The catalyst class is: 100. (6) Reactant: C1(N)C(F)=C(F)C(F)=C(N)C=1F.[ClH:13].Cl.[CH:15]1[CH:16]=[CH:17][C:18]([CH:21]([N:29]2[CH2:34][CH2:33][N:32]([CH2:35][CH2:36][O:37][CH2:38][C:39]([OH:41])=[O:40])[CH2:31][CH2:30]2)[C:22]2[CH:23]=[CH:24][C:25]([Cl:28])=[CH:26][CH:27]=2)=[CH:19][CH:20]=1. Product: [CH:15]1[CH:16]=[CH:17][C:18]([CH:21]([N:29]2[CH2:34][CH2:33][N:32]([CH2:35][CH2:36][O:37][CH2:38][C:39]([OH:41])=[O:40])[CH2:31][CH2:30]2)[C:22]2[CH:23]=[CH:24][C:25]([Cl:28])=[CH:26][CH:27]=2)=[CH:19][CH:20]=1.[ClH:13].[ClH:28]. The catalyst class is: 283. (7) Reactant: C(O[C:6](=O)[N:7]([C@H:9]([C:11](=[O:43])[NH:12][C@@H:13]1[C:19](=[O:20])[N:18]([CH2:21][C:22]2[C:31]3[C:26](=[CH:27][CH:28]=[CH:29][CH:30]=3)[CH:25]=[CH:24][C:23]=2[C:32]#[C:33][C:34]2([OH:38])[CH2:37][O:36][CH2:35]2)[C:17]2[CH:39]=[CH:40][CH:41]=[CH:42][C:16]=2[CH2:15][CH2:14]1)[CH3:10])C)(C)(C)C.C(O)(C(F)(F)F)=O. Product: [OH:38][C:34]1([C:33]#[C:32][C:23]2[CH:24]=[CH:25][C:26]3[C:31](=[CH:30][CH:29]=[CH:28][CH:27]=3)[C:22]=2[CH2:21][N:18]2[C:19](=[O:20])[C@@H:13]([NH:12][C:11](=[O:43])[C@@H:9]([NH:7][CH3:6])[CH3:10])[CH2:14][CH2:15][C:16]3[CH:42]=[CH:41][CH:40]=[CH:39][C:17]2=3)[CH2:37][O:36][CH2:35]1. The catalyst class is: 2. (8) Reactant: C([O:3][C:4]([C:6]1[NH:7][C:8]2[C:13]([C:14]=1[C:15]1[CH:20]=[CH:19][N:18]=[CH:17][CH:16]=1)=[CH:12][C:11]([NH:21][S:22]([C:25]1[CH:30]=[CH:29][C:28]([C:31]([CH3:34])([CH3:33])[CH3:32])=[CH:27][CH:26]=1)(=[O:24])=[O:23])=[CH:10][CH:9]=2)=[O:5])C.[OH-].[Na+]. Product: [C:31]([C:28]1[CH:27]=[CH:26][C:25]([S:22]([NH:21][C:11]2[CH:12]=[C:13]3[C:8](=[CH:9][CH:10]=2)[NH:7][C:6]([C:4]([OH:5])=[O:3])=[C:14]3[C:15]2[CH:20]=[CH:19][N:18]=[CH:17][CH:16]=2)(=[O:24])=[O:23])=[CH:30][CH:29]=1)([CH3:34])([CH3:32])[CH3:33]. The catalyst class is: 40. (9) Reactant: [H-].[Na+].[Cl:3][C:4]1[CH:5]=[C:6]([N+:11]([O-:13])=[O:12])[C:7]([OH:10])=[N:8][CH:9]=1.[CH3:14]I. Product: [Cl:3][C:4]1[CH:5]=[C:6]([N+:11]([O-:13])=[O:12])[C:7](=[O:10])[N:8]([CH3:14])[CH:9]=1. The catalyst class is: 3. (10) The catalyst class is: 125. Product: [ClH:7].[CH:21]1([C:19](=[O:20])[CH:18]([N:15]2[CH2:16][CH2:17][CH:12]([SH:11])/[C:13](=[CH:31]/[C:32]3[N:33]=[N:34][N:35]([CH2:37][C:38]([O:40][CH3:41])=[O:39])[N:36]=3)/[CH2:14]2)[C:24]2[CH:29]=[CH:28][CH:27]=[CH:26][C:25]=2[F:30])[CH2:23][CH2:22]1. Reactant: C(=O)([O-])[O-].[K+].[K+].[ClH:7].C([S:11][CH:12]1[CH2:17][CH2:16][N:15]([CH:18]([C:24]2[CH:29]=[CH:28][CH:27]=[CH:26][C:25]=2[F:30])[C:19]([CH:21]2[CH2:23][CH2:22]2)=[O:20])[CH2:14]/[C:13]/1=[CH:31]\[C:32]1[N:33]=[N:34][N:35]([CH2:37][C:38]([O:40][CH3:41])=[O:39])[N:36]=1)(=O)C.C(#N)C.